Predict the reactants needed to synthesize the given product. From a dataset of Full USPTO retrosynthesis dataset with 1.9M reactions from patents (1976-2016). (1) Given the product [ClH:31].[NH2:26][C:22]1[CH:21]=[C:20]([CH2:19][N:13]2[C:14]([CH3:18])([CH3:17])[C:15](=[O:16])[N:11]([C:8]3[CH:7]=[CH:6][C:5]([C:1]([CH3:4])([CH3:3])[CH3:2])=[CH:10][CH:9]=3)[C:12]2=[O:30])[CH:25]=[CH:24][N:23]=1, predict the reactants needed to synthesize it. The reactants are: [C:1]([C:5]1[CH:10]=[CH:9][C:8]([N:11]2[C:15](=[O:16])[C:14]([CH3:18])([CH3:17])[N:13]([CH2:19][C:20]3[CH:25]=[CH:24][N:23]=[C:22]([NH:26]C(=O)C)[CH:21]=3)[C:12]2=[O:30])=[CH:7][CH:6]=1)([CH3:4])([CH3:3])[CH3:2].[ClH:31]. (2) Given the product [CH3:26][S:23]([CH2:21][CH2:22][NH:1][C@H:2]1[CH2:7][CH2:6][C@H:5]([NH:8][C:9]2[C:17]([F:18])=[CH:16][C:12]([C:13]([NH2:15])=[O:14])=[C:11]([O:19][CH3:20])[N:10]=2)[CH2:4][CH2:3]1)(=[O:25])=[O:24], predict the reactants needed to synthesize it. The reactants are: [NH2:1][C@H:2]1[CH2:7][CH2:6][C@H:5]([NH:8][C:9]2[C:17]([F:18])=[CH:16][C:12]([C:13]([NH2:15])=[O:14])=[C:11]([O:19][CH3:20])[N:10]=2)[CH2:4][CH2:3]1.[CH:21]([S:23]([CH3:26])(=[O:25])=[O:24])=[CH2:22]. (3) Given the product [Br:13][CH2:14][C:15]([NH:12][C:9]1[CH:8]=[C:7]([CH3:6])[O:11][N:10]=1)=[O:16], predict the reactants needed to synthesize it. The reactants are: C(=O)(O)[O-].[Na+].[CH3:6][C:7]1[O:11][N:10]=[C:9]([NH2:12])[CH:8]=1.[Br:13][CH2:14][C:15](Br)=[O:16]. (4) Given the product [Br:1][C:2]1[CH:7]=[CH:6][C:5]([O:8][CH2:17][O:18][CH3:19])=[CH:4][C:3]=1[CH3:9], predict the reactants needed to synthesize it. The reactants are: [Br:1][C:2]1[CH:7]=[CH:6][C:5]([OH:8])=[CH:4][C:3]=1[CH3:9].C(NC(C)C)(C)C.[CH3:17][O:18][CH2:19]Cl.C(O)(=O)CC(CC(O)=O)(C(O)=O)O.